This data is from Reaction yield outcomes from USPTO patents with 853,638 reactions. The task is: Predict the reaction yield, written as a fraction of the theoretical maximum amount of product (1.0 means a 100% yield; for example, 0.34 means a 34% yield). (1) The reactants are Br.[NH2:2][C:3]1[C:4]([OH:17])=[C:5]([C:9]2[CH:10]=[C:11]([C:14]([OH:16])=[O:15])[O:12][CH:13]=2)[CH:6]=[CH:7][CH:8]=1.[N:18]([O-])=O.[Na+].[CH3:22][C:23]1[CH2:24][C:25](=[O:38])[N:26]([C:28]2[CH:37]=[CH:36][C:35]3[CH2:34][CH2:33][CH2:32][CH2:31][C:30]=3[CH:29]=2)[N:27]=1.C(=O)(O)[O-].[Na+]. The catalyst is Cl.C(O)C. The product is [OH:17][C:4]1[C:3]([NH:2]/[N:18]=[C:24]2/[C:23]([CH3:22])=[N:27][N:26]([C:28]3[CH:37]=[CH:36][C:35]4[CH2:34][CH2:33][CH2:32][CH2:31][C:30]=4[CH:29]=3)[C:25]/2=[O:38])=[CH:8][CH:7]=[CH:6][C:5]=1[C:9]1[CH:10]=[C:11]([C:14]([OH:16])=[O:15])[O:12][CH:13]=1. The yield is 0.0550. (2) The reactants are [F:1][C:2]1[CH:7]=[CH:6][C:5]([S:8]([N:11]2[C:15]([C:16]3[CH:21]=[CH:20][CH:19]=[CH:18][CH:17]=3)=[CH:14][C:13]([C:22](OCC)=[O:23])=[C:12]2[CH3:27])(=[O:10])=[O:9])=[CH:4][CH:3]=1.[H-].C([Al+]CC(C)C)C(C)C.Cl. The catalyst is O1CCCC1.C1(C)C=CC=CC=1. The product is [F:1][C:2]1[CH:3]=[CH:4][C:5]([S:8]([N:11]2[C:15]([C:16]3[CH:21]=[CH:20][CH:19]=[CH:18][CH:17]=3)=[CH:14][C:13]([CH:22]=[O:23])=[C:12]2[CH3:27])(=[O:9])=[O:10])=[CH:6][CH:7]=1. The yield is 0.620. (3) The reactants are [CH:1]([C:4]1[C:8]([CH2:9][CH2:10][CH2:11][CH2:12][OH:13])=[CH:7][N:6]([C:14]2[CH:19]=[CH:18][C:17]([C:20]([F:23])([F:22])[F:21])=[CH:16][N:15]=2)[N:5]=1)([CH3:3])[CH3:2].O[C:25]1[CH:29]=[C:28]([CH2:30][CH2:31][C:32]([O:34]CC)=[O:33])[N:27]([C:37]2[CH:42]=[CH:41][CH:40]=[CH:39][CH:38]=2)[N:26]=1.C(P(CCCC)CCCC)CCC.N(C(N1CCCCC1)=O)=NC(N1CCCCC1)=O. The catalyst is O1CCCC1. The product is [CH:1]([C:4]1[C:8]([CH2:9][CH2:10][CH2:11][CH2:12][O:13][C:25]2[CH:29]=[C:28]([CH2:30][CH2:31][C:32]([OH:34])=[O:33])[N:27]([C:37]3[CH:42]=[CH:41][CH:40]=[CH:39][CH:38]=3)[N:26]=2)=[CH:7][N:6]([C:14]2[CH:19]=[CH:18][C:17]([C:20]([F:22])([F:21])[F:23])=[CH:16][N:15]=2)[N:5]=1)([CH3:3])[CH3:2]. The yield is 0.720. (4) The reactants are Br[C:2]1[C:3]([F:19])=[CH:4][C:5]2[O:11][CH2:10][CH2:9][N:8]3[CH:12]=[C:13]([C:15]([NH2:17])=[O:16])[N:14]=[C:7]3[C:6]=2[CH:18]=1.[CH3:20][C:21]1[CH:26]=[CH:25][N:24]=[C:23]([C:27]([OH:31])([C:29]#[CH:30])[CH3:28])[CH:22]=1. No catalyst specified. The product is [F:19][C:3]1[C:2]([C:30]#[C:29][C:27]([OH:31])([C:23]2[CH:22]=[C:21]([CH3:20])[CH:26]=[CH:25][N:24]=2)[CH3:28])=[CH:18][C:6]2[C:7]3[N:8]([CH:12]=[C:13]([C:15]([NH2:17])=[O:16])[N:14]=3)[CH2:9][CH2:10][O:11][C:5]=2[CH:4]=1. The yield is 0.100. (5) The reactants are [CH2:1]([O:8][C:9]1[C:10](=[O:30])[N:11]([CH2:21][O:22][CH2:23][C:24]2[CH:29]=[CH:28][CH:27]=[CH:26][CH:25]=2)[C:12](=[O:20])[N:13]([CH2:15][CH2:16][N:17]([CH3:19])[CH3:18])[N:14]=1)[C:2]1[CH:7]=[CH:6][CH:5]=[CH:4][CH:3]=1.C1[C:40]2[C:35](=[CH:36][CH:37]=[CH:38][CH:39]=2)[CH2:34]CN1.C(=O)([O-])[O-].[K+].[K+]. No catalyst specified. The product is [CH2:1]([O:8][C:9]1[C:10](=[O:30])[N:11]([CH2:21][O:22][CH2:23][C:24]2[CH:25]=[CH:26][CH:27]=[CH:28][CH:29]=2)[C:12](=[O:20])[N:13]([CH2:15][CH2:16][N:17]2[CH2:19][CH2:34][C:35]3[C:36](=[CH:37][CH:38]=[CH:39][CH:40]=3)[CH2:18]2)[N:14]=1)[C:2]1[CH:7]=[CH:6][CH:5]=[CH:4][CH:3]=1. The yield is 0.550. (6) The reactants are [CH2:1]([S:8][C:9]1[CH:10]=[CH:11][C:12]([NH:17][C:18]2[C:23]([O:24][CH3:25])=[CH:22][C:21]([C:26]3[CH:31]=[CH:30][C:29]([Cl:32])=[C:28]([CH3:33])[CH:27]=3)=[C:20]([F:34])[CH:19]=2)=[C:13]([CH:16]=1)[CH:14]=O)[C:2]1[CH:7]=[CH:6][CH:5]=[CH:4][CH:3]=1.CO.C[O-].[Na+].C[O:41][CH2:42][C:43]([O:45][CH3:46])=O. The catalyst is C(Cl)Cl.CCOC(C)=O.C1(C)C=CC=CC=1. The product is [CH2:1]([S:8][C:9]1[CH:16]=[C:13]2[C:12](=[CH:11][CH:10]=1)[N:17]([C:18]1[C:23]([O:24][CH3:25])=[CH:22][C:21]([C:26]3[CH:31]=[CH:30][C:29]([Cl:32])=[C:28]([CH3:33])[CH:27]=3)=[C:20]([F:34])[CH:19]=1)[C:42](=[O:41])[C:43]([O:45][CH3:46])=[CH:14]2)[C:2]1[CH:7]=[CH:6][CH:5]=[CH:4][CH:3]=1. The yield is 0.457. (7) The reactants are [Cl:1][C:2]1[CH:7]=[C:6]([Cl:8])[N:5]2[N:9]=[CH:10][CH:11]=[C:4]2[N:3]=1.C1C(=O)N([Br:19])C(=O)C1. The catalyst is CC#N. The product is [Br:19][C:11]1[CH:10]=[N:9][N:5]2[C:6]([Cl:8])=[CH:7][C:2]([Cl:1])=[N:3][C:4]=12. The yield is 0.890. (8) The reactants are [Cl:1][C:2]1[O:3][C:4]2[CH:10]=[CH:9][C:8]([C:11]([CH2:30][CH3:31])=[C:12]([C:23]3[CH:28]=[CH:27][C:26]([OH:29])=[CH:25][CH:24]=3)[C:13]3[CH:18]=[CH:17][C:16]([O:19][CH2:20][CH2:21]Cl)=[CH:15][CH:14]=3)=[CH:7][C:5]=2[CH:6]=1.[NH:32]1[CH2:37][CH2:36][CH2:35][CH2:34][CH2:33]1. The catalyst is CO. The product is [Cl:1][C:2]1[O:3][C:4]2[CH:10]=[CH:9][C:8]([C:11]([CH2:30][CH3:31])=[C:12]([C:23]3[CH:24]=[CH:25][C:26]([OH:29])=[CH:27][CH:28]=3)[C:13]3[CH:14]=[CH:15][C:16]([O:19][CH2:20][CH2:21][N:32]4[CH2:37][CH2:36][CH2:35][CH2:34][CH2:33]4)=[CH:17][CH:18]=3)=[CH:7][C:5]=2[CH:6]=1. The yield is 0.820.